This data is from Full USPTO retrosynthesis dataset with 1.9M reactions from patents (1976-2016). The task is: Predict the reactants needed to synthesize the given product. (1) Given the product [Br:1][C:2]1[C:11]([CH2:12][CH2:13][CH3:14])=[CH:10][C:9]2[C:4](=[CH:5][CH:6]=[C:7]([O:15][CH3:16])[CH:8]=2)[C:3]=1[O:17][CH2:27][O:28][CH3:29], predict the reactants needed to synthesize it. The reactants are: [Br:1][C:2]1[C:11]([CH2:12][CH2:13][CH3:14])=[CH:10][C:9]2[C:4](=[CH:5][CH:6]=[C:7]([O:15][CH3:16])[CH:8]=2)[C:3]=1[OH:17].C(N(C(C)C)CC)(C)C.[CH3:27][O:28][CH2:29]Cl. (2) Given the product [Br:21][C:19]1[CH:18]=[CH:17][C:15]2[NH:16][C:12]([C@@H:9]([NH2:8])[CH2:10][OH:11])=[N:13][C:14]=2[CH:20]=1, predict the reactants needed to synthesize it. The reactants are: C([NH:8][C@H:9]([C:12]1[NH:16][C:15]2[CH:17]=[CH:18][C:19]([Br:21])=[CH:20][C:14]=2[N:13]=1)[CH2:10][OH:11])(OC(C)(C)C)=O.Cl. (3) Given the product [C:19]1([C:25]2[CH:26]=[CH:27][CH:28]=[CH:29][CH:30]=2)[CH:24]=[CH:23][CH:22]=[CH:21][C:20]=1[O:1][CH2:2][CH2:3][CH2:4][O:5][C:6]1[CH:11]=[CH:10][C:9]([CH2:12][C@H:13]([O:17][CH3:18])[C:14]([OH:16])=[O:15])=[CH:8][CH:7]=1, predict the reactants needed to synthesize it. The reactants are: [OH:1][CH2:2][CH2:3][CH2:4][O:5][C:6]1[CH:11]=[CH:10][C:9]([CH2:12][C@H:13]([O:17][CH3:18])[C:14]([OH:16])=[O:15])=[CH:8][CH:7]=1.[C:19]1([C:25]2[CH:30]=[CH:29][CH:28]=[CH:27][C:26]=2O)[CH:24]=[CH:23][CH:22]=[CH:21][CH:20]=1. (4) Given the product [O:16]1[C:20]2[CH:21]=[CH:22][CH:23]=[CH:24][C:19]=2[CH:18]=[C:17]1[C:25]1[N:29]2[N:30]=[C:31]([O:13][CH:4]([CH2:5][C:6]3[CH:11]=[CH:10][C:9]([F:12])=[CH:8][CH:7]=3)[CH2:3][NH2:2])[CH:32]=[CH:33][C:28]2=[N:27][CH:26]=1, predict the reactants needed to synthesize it. The reactants are: Cl.[NH2:2][CH2:3][CH:4]([OH:13])[CH2:5][C:6]1[CH:11]=[CH:10][C:9]([F:12])=[CH:8][CH:7]=1.[H-].[Na+].[O:16]1[C:20]2[CH:21]=[CH:22][CH:23]=[CH:24][C:19]=2[CH:18]=[C:17]1[C:25]1[N:29]2[N:30]=[C:31](Cl)[CH:32]=[CH:33][C:28]2=[N:27][CH:26]=1. (5) Given the product [C:14]([O:13][C:11](=[O:12])[NH:8][CH2:7][CH2:6][C:5]1[CH:9]=[CH:10][C:2]([Br:1])=[CH:3][CH:4]=1)([CH3:17])([CH3:16])[CH3:15], predict the reactants needed to synthesize it. The reactants are: [Br:1][C:2]1[CH:10]=[CH:9][C:5]([CH2:6][CH2:7][NH2:8])=[CH:4][CH:3]=1.[C:11](O[C:11]([O:13][C:14]([CH3:17])([CH3:16])[CH3:15])=[O:12])([O:13][C:14]([CH3:17])([CH3:16])[CH3:15])=[O:12]. (6) Given the product [NH2:20][CH:4]([C:3]1[CH:6]=[CH:7][C:8]([F:17])=[C:9]([O:10][C:11]2[CH:16]=[CH:15][CH:14]=[CH:13][CH:12]=2)[C:2]=1[F:1])[C:30]#[N:31], predict the reactants needed to synthesize it. The reactants are: [F:1][C:2]1[C:9]([O:10][C:11]2[CH:16]=[CH:15][CH:14]=[CH:13][CH:12]=2)=[C:8]([F:17])[CH:7]=[CH:6][C:3]=1[CH:4]=O.C[Si](C)(C)[N-:20][Si](C)(C)C.[Li+].CC(C)(O)[C:30]#[N:31]. (7) The reactants are: [CH2:1]1[C:9]2[C:4](=[CH:5][CH:6]=[CH:7][CH:8]=2)[CH2:3][CH:2]1[C:10]([OH:12])=O.O.O[N:15]1C2C=CC=CC=2N=N1.Cl.CN(C)CCCN=C=NCC.[CH3:36][C:37]1([C:43]2[CH:44]=[C:45]([NH:49][S:50]([CH3:53])(=[O:52])=[O:51])[CH:46]=[CH:47][CH:48]=2)[CH:42]2[CH:38]1[CH2:39][NH:40][CH2:41]2.C(N(CC)CC)C. Given the product [NH3:15].[CH2:3]1[C:4]2[C:9](=[CH:8][CH:7]=[CH:6][CH:5]=2)[CH2:1][CH:2]1[C:10]([N:40]1[CH2:41][CH:42]2[CH:38]([C:37]2([C:43]2[CH:44]=[C:45]([NH:49][S:50]([CH3:53])(=[O:52])=[O:51])[CH:46]=[CH:47][CH:48]=2)[CH3:36])[CH2:39]1)=[O:12], predict the reactants needed to synthesize it. (8) Given the product [CH2:12]([O:11][CH2:10][CH2:9][CH2:8][NH:21][CH:19]1[CH2:15][CH2:14][CH:13]([CH3:18])[CH2:12][CH2:20]1)[C:13]1[CH:18]=[CH:17][CH:16]=[CH:15][CH:14]=1, predict the reactants needed to synthesize it. The reactants are: C(=O)([O-])[O-].[K+].[K+].Br[CH2:8][CH2:9][CH2:10][O:11][CH2:12][C:13]1[CH:18]=[CH:17][CH:16]=[CH:15][CH:14]=1.[C:19](#[N:21])[CH3:20].